Dataset: Full USPTO retrosynthesis dataset with 1.9M reactions from patents (1976-2016). Task: Predict the reactants needed to synthesize the given product. (1) Given the product [CH3:9][O:8][C:6]1[CH:5]=[CH:4][C:3]([CH:10]2[CH2:19][CH2:18][C:17]3[CH:16]=[C:15]([OH:20])[CH:14]=[CH:13][C:12]=3[CH2:11]2)=[C:2]([NH:1][CH2:21][CH2:22][CH3:23])[CH:7]=1, predict the reactants needed to synthesize it. The reactants are: [NH2:1][C:2]1[CH:7]=[C:6]([O:8][CH3:9])[CH:5]=[CH:4][C:3]=1[CH:10]1[CH2:19][CH2:18][C:17]2[CH:16]=[C:15]([OH:20])[CH:14]=[CH:13][C:12]=2[CH2:11]1.[C:21](OC(=O)CC)(=O)[CH2:22][CH3:23]. (2) Given the product [OH:4][C:3]1[CH:5]=[CH:6][CH:7]=[CH:8][C:2]=1[C:1]([CH:12]([NH2:21])[CH2:13][N:14]([CH2:18][CH:19]([NH2:20])[C:1](=[O:10])[C:2]1[CH:8]=[CH:7][CH:6]=[CH:5][C:3]=1[OH:4])[CH2:15][CH:16]([NH2:17])[C:1](=[O:10])[C:2]1[CH:8]=[CH:7][CH:6]=[CH:5][C:3]=1[OH:4])=[O:10], predict the reactants needed to synthesize it. The reactants are: [C:1]([O:10]C)(=O)[C:2]1[C:3](=[CH:5][CH:6]=[CH:7][CH:8]=1)[OH:4].[CH2:12]([NH2:21])[CH2:13][N:14]([CH2:18][CH2:19][NH2:20])[CH2:15][CH2:16][NH2:17].[K+].[Br-].